From a dataset of Full USPTO retrosynthesis dataset with 1.9M reactions from patents (1976-2016). Predict the reactants needed to synthesize the given product. (1) Given the product [CH2:17]([O:19][C:20](=[O:31])[C:21]1[CH:26]=[C:25]([CH2:27][N:14]2[CH2:15][CH2:16][CH:11]([C:6]3[C:5]4[C:9](=[CH:10][CH:2]=[CH:3][CH:4]=4)[NH:8][CH:7]=3)[CH2:12][CH2:13]2)[CH:24]=[CH:23][C:22]=1[O:29][CH3:30])[CH3:18], predict the reactants needed to synthesize it. The reactants are: F[C:2]1[CH:10]=[C:9]2[C:5]([C:6]([CH:11]3[CH2:16][CH2:15][NH:14][CH2:13][CH2:12]3)=[CH:7][NH:8]2)=[CH:4][CH:3]=1.[CH2:17]([O:19][C:20](=[O:31])[C:21]1[CH:26]=[C:25]([CH2:27]Br)[CH:24]=[CH:23][C:22]=1[O:29][CH3:30])[CH3:18]. (2) Given the product [CH2:17]([NH:20][C:24](=[O:25])[O:16][CH2:15][C:13]1[C:12]2[C:7]([CH:6]=[C:5]3[C:14]=1[CH:1]=[CH:2][CH:3]=[CH:4]3)=[CH:8][CH:9]=[CH:10][CH:11]=2)[CH2:18][CH3:19], predict the reactants needed to synthesize it. The reactants are: [CH:1]1[C:14]2[C:5](=[CH:6][C:7]3[C:12]([C:13]=2[CH2:15][OH:16])=[CH:11][CH:10]=[CH:9][CH:8]=3)[CH:4]=[CH:3][CH:2]=1.[CH2:17]([NH2:20])[CH2:18][CH3:19].Cl.CN(C)[CH:24]=[O:25]. (3) Given the product [Cl:11][C:9]1[S:10][C:5]2[S:4](=[O:13])(=[O:12])[N:3]=[C:2]([F:14])[NH:7][C:6]=2[CH:8]=1, predict the reactants needed to synthesize it. The reactants are: Cl[C:2]1[NH:7][C:6]2[CH:8]=[C:9]([Cl:11])[S:10][C:5]=2[S:4](=[O:13])(=[O:12])[N:3]=1.[F-:14].[Cs+].O.Cl.